Dataset: Reaction yield outcomes from USPTO patents with 853,638 reactions. Task: Predict the reaction yield, written as a fraction of the theoretical maximum amount of product (1.0 means a 100% yield; for example, 0.34 means a 34% yield). The yield is 0.930. The product is [F:1][C:2]1[CH:7]=[CH:6][C:5]([F:8])=[CH:4][C:3]=1[O:9][C:10]1[CH:11]=[CH:12][C:13]([NH2:16])=[CH:14][CH:15]=1. The catalyst is CO.[Ni]. The reactants are [F:1][C:2]1[CH:7]=[CH:6][C:5]([F:8])=[CH:4][C:3]=1[O:9][C:10]1[CH:15]=[CH:14][C:13]([N+:16]([O-])=O)=[CH:12][CH:11]=1.O.NN.